This data is from Catalyst prediction with 721,799 reactions and 888 catalyst types from USPTO. The task is: Predict which catalyst facilitates the given reaction. (1) The catalyst class is: 10. Reactant: [F:1][C:2]1[C:7]([F:8])=[CH:6][CH:5]=[CH:4][C:3]=1[C:9]1([OH:14])[CH2:13][CH2:12][NH:11][CH2:10]1.C(=O)([O-])[O-].[K+].[K+].I[CH2:22][CH3:23]. Product: [F:1][C:2]1[C:7]([F:8])=[CH:6][CH:5]=[CH:4][C:3]=1[C:9]1([OH:14])[CH2:13][CH2:12][N:11]([CH2:22][CH3:23])[CH2:10]1. (2) Reactant: [C:1]([C:3]1[CH:19]=[CH:18][C:6]([O:7][C:8]2[CH:9]=[CH:10][C:11]3[B:15]([OH:16])[O:14][CH2:13][C:12]=3[CH:17]=2)=[CH:5][C:4]=1[OH:20])#[N:2].[H-].[Na+].[CH:23]1(I)[CH2:27][CH2:26][CH2:25][CH2:24]1. Product: [CH:23]1([O:20][C:4]2[CH:5]=[C:6]([O:7][C:8]3[CH:9]=[CH:10][C:11]4[B:15]([OH:16])[O:14][CH2:13][C:12]=4[CH:17]=3)[CH:18]=[CH:19][C:3]=2[C:1]#[N:2])[CH2:27][CH2:26][CH2:25][CH2:24]1. The catalyst class is: 118. (3) The catalyst class is: 14. Product: [N:16]1[CH:17]=[CH:18][CH:19]=[CH:20][C:15]=1[NH:13][NH:14][C:2](=[O:4])[C:1]1[CH:11]=[CH:10][CH:9]=[CH:8][C:7]=1[NH2:6]. Reactant: [C:1]12[C:7](=[CH:8][CH:9]=[CH:10][CH:11]=1)[NH:6]C(=O)[O:4][C:2]2=O.[NH:13]([C:15]1[CH:20]=[CH:19][CH:18]=[CH:17][N:16]=1)[NH2:14]. (4) Reactant: [CH3:1][N:2]([CH2:16][C@H:17]1[CH2:22][CH2:21][C@H:20]([CH2:23]OS(C)(=O)=O)[CH2:19][CH2:18]1)[S:3]([C:6]1[CH:11]=[CH:10][C:9]([C:12]([F:15])([F:14])[F:13])=[CH:8][CH:7]=1)(=[O:5])=[O:4].[NH:29]1[CH:33]=[CH:32][N:31]=[CH:30]1.[H-].[Na+]. Product: [N:29]1([CH2:23][C@H:20]2[CH2:21][CH2:22][C@H:17]([CH2:16][N:2]([CH3:1])[S:3]([C:6]3[CH:11]=[CH:10][C:9]([C:12]([F:15])([F:14])[F:13])=[CH:8][CH:7]=3)(=[O:5])=[O:4])[CH2:18][CH2:19]2)[CH:33]=[CH:32][N:31]=[CH:30]1. The catalyst class is: 9. (5) Reactant: [CH3:1][O:2][C:3]1[O:4][C:5]([C:8]([OH:10])=O)=[CH:6][N:7]=1.Cl.[NH2:12][C@H:13]([CH2:22][C:23]1[CH:28]=[CH:27][C:26]([C:29]2[CH:34]=[CH:33][CH:32]=[CH:31][CH:30]=2)=[CH:25][CH:24]=1)[CH2:14][C@@H:15]([CH3:21])[C:16]([O:18][CH2:19][CH3:20])=[O:17].CN(C(ON1N=NC2C=CC=NC1=2)=[N+](C)C)C.F[P-](F)(F)(F)(F)F.C(N(CC)CC)C. Product: [C:26]1([C:29]2[CH:30]=[CH:31][CH:32]=[CH:33][CH:34]=2)[CH:25]=[CH:24][C:23]([CH2:22][C@@H:13]([NH:12][C:8]([C:5]2[O:4][C:3]([O:2][CH3:1])=[N:7][CH:6]=2)=[O:10])[CH2:14][C@@H:15]([CH3:21])[C:16]([O:18][CH2:19][CH3:20])=[O:17])=[CH:28][CH:27]=1. The catalyst class is: 85. (6) Reactant: [NH2:1][C:2]1[CH:3]=[C:4]([C:8](=[O:41])[CH2:9][N:10]2[C:19](=[O:20])[C:18]3[N:17]([CH2:21][CH:22]=[C:23]([CH3:25])[CH3:24])[C:16]([N:26]4[CH2:31][CH2:30][CH2:29][CH:28]([NH:32][C:33]([O:35][C:36]([CH3:39])([CH3:38])[CH3:37])=[O:34])[CH2:27]4)=[N:15][C:14]=3[N:13]([CH3:40])[C:11]2=[O:12])[CH:5]=[CH:6][CH:7]=1.Cl[C:43]([O:45][CH3:46])=[O:44].C(N(CC)CC)C. Product: [CH3:46][O:45][C:43]([NH:1][C:2]1[CH:3]=[C:4]([C:8](=[O:41])[CH2:9][N:10]2[C:19](=[O:20])[C:18]3[N:17]([CH2:21][CH:22]=[C:23]([CH3:25])[CH3:24])[C:16]([N:26]4[CH2:31][CH2:30][CH2:29][CH:28]([NH:32][C:33]([O:35][C:36]([CH3:39])([CH3:38])[CH3:37])=[O:34])[CH2:27]4)=[N:15][C:14]=3[N:13]([CH3:40])[C:11]2=[O:12])[CH:5]=[CH:6][CH:7]=1)=[O:44]. The catalyst class is: 306.